This data is from Reaction yield outcomes from USPTO patents with 853,638 reactions. The task is: Predict the reaction yield, written as a fraction of the theoretical maximum amount of product (1.0 means a 100% yield; for example, 0.34 means a 34% yield). (1) The reactants are [N:1]([O-])=O.[Na+].[Cl:5][C:6]1[CH:7]=[C:8]([CH:10]=[CH:11][CH:12]=1)[NH2:9].S([NH:23][N:24]=[CH:25][CH:26]=[CH:27][C:28]1[CH:33]=[CH:32][CH:31]=[CH:30][CH:29]=1)(C1C=CC(C)=CC=1)(=O)=O. The catalyst is O.Cl.C(O)C.N1C=CC=CC=1. The product is [Cl:5][C:6]1[CH:7]=[C:8]([N:9]2[N:1]=[C:25]([CH:26]=[CH:27][C:28]3[CH:33]=[CH:32][CH:31]=[CH:30][CH:29]=3)[NH:24][NH:23]2)[CH:10]=[CH:11][CH:12]=1. The yield is 0.190. (2) The reactants are [CH2:1]([O:8][C:9]([NH:11][C@H](C(O)=O)CC(C)C)=[O:10])[C:2]1[CH:7]=[CH:6][CH:5]=[CH:4][CH:3]=1.C[N:21]1[CH2:26][CH2:25][O:24]CC1.ClC(O[CH2:31][CH:32]([CH3:34])[CH3:33])=O. The catalyst is C1COCC1. The product is [CH2:1]([O:8][C:9]([NH:11][C:25](=[O:24])[C@H:26]([CH2:31][CH:32]([CH3:34])[CH3:33])[NH2:21])=[O:10])[C:2]1[CH:7]=[CH:6][CH:5]=[CH:4][CH:3]=1. The yield is 1.00. (3) The product is [Br:1][C:2]1[CH:10]=[CH:9][CH:8]=[C:7]2[C:3]=1[C:4]([C:12]1[C:17]([OH:18])=[CH:16][CH:15]=[C:14]([O:19][CH3:20])[N:13]=1)([CH2:29][OH:25])[C:5](=[O:11])[N:6]2[CH2:21][OH:22]. The catalyst is O. The reactants are [Br:1][C:2]1[CH:10]=[CH:9][CH:8]=[C:7]2[C:3]=1[CH:4]([C:12]1[C:17]([OH:18])=[CH:16][CH:15]=[C:14]([O:19][CH3:20])[N:13]=1)[C:5](=[O:11])[NH:6]2.[CH2:21]=[O:22].[OH-].[Na+].[O:25]1[CH2:29]CCC1. The yield is 0.810.